This data is from NCI-60 drug combinations with 297,098 pairs across 59 cell lines. The task is: Regression. Given two drug SMILES strings and cell line genomic features, predict the synergy score measuring deviation from expected non-interaction effect. (1) Cell line: NCI-H322M. Drug 2: C1CC(C1)(C(=O)O)C(=O)O.[NH2-].[NH2-].[Pt+2]. Drug 1: C1CC(=O)NC(=O)C1N2CC3=C(C2=O)C=CC=C3N. Synergy scores: CSS=6.30, Synergy_ZIP=-1.24, Synergy_Bliss=2.39, Synergy_Loewe=2.60, Synergy_HSA=2.03. (2) Drug 1: CN1C(=O)N2C=NC(=C2N=N1)C(=O)N. Drug 2: CS(=O)(=O)OCCCCOS(=O)(=O)C. Cell line: PC-3. Synergy scores: CSS=-0.955, Synergy_ZIP=5.22, Synergy_Bliss=-0.462, Synergy_Loewe=-6.41, Synergy_HSA=-4.78. (3) Synergy scores: CSS=-6.28, Synergy_ZIP=-0.556, Synergy_Bliss=-6.13, Synergy_Loewe=-5.05, Synergy_HSA=-6.23. Cell line: COLO 205. Drug 1: C1CC(=O)NC(=O)C1N2CC3=C(C2=O)C=CC=C3N. Drug 2: COCCOC1=C(C=C2C(=C1)C(=NC=N2)NC3=CC=CC(=C3)C#C)OCCOC.Cl. (4) Drug 1: C1=CC(=CC=C1CCC2=CNC3=C2C(=O)NC(=N3)N)C(=O)NC(CCC(=O)O)C(=O)O. Drug 2: C1=NC2=C(N1)C(=S)N=CN2. Cell line: MOLT-4. Synergy scores: CSS=73.7, Synergy_ZIP=-3.20, Synergy_Bliss=-8.17, Synergy_Loewe=-9.19, Synergy_HSA=-7.01. (5) Drug 1: C#CCC(CC1=CN=C2C(=N1)C(=NC(=N2)N)N)C3=CC=C(C=C3)C(=O)NC(CCC(=O)O)C(=O)O. Drug 2: C(CCl)NC(=O)N(CCCl)N=O. Cell line: NCI/ADR-RES. Synergy scores: CSS=3.08, Synergy_ZIP=0.520, Synergy_Bliss=2.96, Synergy_Loewe=-1.56, Synergy_HSA=-0.564. (6) Drug 1: CN1CCC(CC1)COC2=C(C=C3C(=C2)N=CN=C3NC4=C(C=C(C=C4)Br)F)OC. Drug 2: CC1C(C(=O)NC(C(=O)N2CCCC2C(=O)N(CC(=O)N(C(C(=O)O1)C(C)C)C)C)C(C)C)NC(=O)C3=C4C(=C(C=C3)C)OC5=C(C(=O)C(=C(C5=N4)C(=O)NC6C(OC(=O)C(N(C(=O)CN(C(=O)C7CCCN7C(=O)C(NC6=O)C(C)C)C)C)C(C)C)C)N)C. Cell line: HOP-92. Synergy scores: CSS=16.2, Synergy_ZIP=7.50, Synergy_Bliss=11.0, Synergy_Loewe=11.7, Synergy_HSA=11.4.